Dataset: NCI-60 drug combinations with 297,098 pairs across 59 cell lines. Task: Regression. Given two drug SMILES strings and cell line genomic features, predict the synergy score measuring deviation from expected non-interaction effect. (1) Drug 1: C1=NC2=C(N=C(N=C2N1C3C(C(C(O3)CO)O)O)F)N. Drug 2: B(C(CC(C)C)NC(=O)C(CC1=CC=CC=C1)NC(=O)C2=NC=CN=C2)(O)O. Cell line: NCI-H226. Synergy scores: CSS=9.87, Synergy_ZIP=-2.18, Synergy_Bliss=-6.61, Synergy_Loewe=-66.0, Synergy_HSA=-10.2. (2) Drug 1: CC1CCC2CC(C(=CC=CC=CC(CC(C(=O)C(C(C(=CC(C(=O)CC(OC(=O)C3CCCCN3C(=O)C(=O)C1(O2)O)C(C)CC4CCC(C(C4)OC)OCCO)C)C)O)OC)C)C)C)OC. Drug 2: CCN(CC)CCNC(=O)C1=C(NC(=C1C)C=C2C3=C(C=CC(=C3)F)NC2=O)C. Cell line: NCI-H322M. Synergy scores: CSS=0.276, Synergy_ZIP=1.74, Synergy_Bliss=1.92, Synergy_Loewe=-4.52, Synergy_HSA=-4.02. (3) Drug 1: CN1C2=C(C=C(C=C2)N(CCCl)CCCl)N=C1CCCC(=O)O.Cl. Drug 2: C1CC(=O)NC(=O)C1N2C(=O)C3=CC=CC=C3C2=O. Cell line: RPMI-8226. Synergy scores: CSS=5.07, Synergy_ZIP=0.934, Synergy_Bliss=2.98, Synergy_Loewe=-2.22, Synergy_HSA=-0.515. (4) Drug 1: CCCCCOC(=O)NC1=NC(=O)N(C=C1F)C2C(C(C(O2)C)O)O. Drug 2: N.N.Cl[Pt+2]Cl. Cell line: SF-268. Synergy scores: CSS=47.8, Synergy_ZIP=-1.71, Synergy_Bliss=-2.14, Synergy_Loewe=-21.5, Synergy_HSA=0.0389. (5) Drug 1: CC1C(C(CC(O1)OC2CC(CC3=C2C(=C4C(=C3O)C(=O)C5=C(C4=O)C(=CC=C5)OC)O)(C(=O)CO)O)N)O.Cl. Drug 2: B(C(CC(C)C)NC(=O)C(CC1=CC=CC=C1)NC(=O)C2=NC=CN=C2)(O)O. Cell line: SK-MEL-2. Synergy scores: CSS=55.7, Synergy_ZIP=0.397, Synergy_Bliss=4.05, Synergy_Loewe=1.83, Synergy_HSA=4.11.